Dataset: Full USPTO retrosynthesis dataset with 1.9M reactions from patents (1976-2016). Task: Predict the reactants needed to synthesize the given product. (1) Given the product [F:1][C:2]([F:6])([F:5])[CH2:3][N:32]1[CH2:31][CH2:30][N:29]([C:35]2[CH:40]=[C:39]([CH2:41][N:42]3[CH:47]=[C:46]([C:48]4[O:52][N:51]=[C:50]([C:53]5[CH:58]=[CH:57][C:56]([C:59]([CH3:64])([CH3:65])[C:60]([F:61])([F:62])[F:63])=[CH:55][CH:54]=5)[N:49]=4)[CH:45]=[CH:44][C:43]3=[O:66])[CH:38]=[CH:37][N:36]=2)[CH2:34][CH2:33]1, predict the reactants needed to synthesize it. The reactants are: [F:1][C:2]([F:6])([F:5])[CH2:3]O.C(N(CC)CC)C.FC(F)(F)S(OS(C(F)(F)F)(=O)=O)(=O)=O.[N:29]1([C:35]2[CH:40]=[C:39]([CH2:41][N:42]3[CH:47]=[C:46]([C:48]4[O:52][N:51]=[C:50]([C:53]5[CH:58]=[CH:57][C:56]([C:59]([CH3:65])([CH3:64])[C:60]([F:63])([F:62])[F:61])=[CH:55][CH:54]=5)[N:49]=4)[CH:45]=[CH:44][C:43]3=[O:66])[CH:38]=[CH:37][N:36]=2)[CH2:34][CH2:33][NH:32][CH2:31][CH2:30]1. (2) Given the product [Br:8][C:4]1[CH:5]=[CH:6][CH:7]=[C:2]([N:9]2[CH2:13][CH2:12][CH2:11][CH2:10]2)[N:3]=1, predict the reactants needed to synthesize it. The reactants are: Br[C:2]1[CH:7]=[CH:6][CH:5]=[C:4]([Br:8])[N:3]=1.[NH:9]1[CH2:13][CH2:12][CH2:11][CH2:10]1. (3) Given the product [CH2:1]([O:3][C:4]([C:6]1[CH:7]=[N:8][C:9]2[C:14]([C:15]=1[NH:24][CH2:23][CH2:22][CH2:21][C:20]([F:26])([F:25])[F:19])=[CH:13][CH:12]=[CH:11][C:10]=2[O:17][CH3:18])=[O:5])[CH3:2], predict the reactants needed to synthesize it. The reactants are: [CH2:1]([O:3][C:4]([C:6]1[CH:7]=[N:8][C:9]2[C:14]([C:15]=1Cl)=[CH:13][CH:12]=[CH:11][C:10]=2[O:17][CH3:18])=[O:5])[CH3:2].[F:19][C:20]([F:26])([F:25])[CH2:21][CH2:22][CH2:23][NH2:24]. (4) Given the product [Cl:15][C:9]1[S:10][CH:11]=[C:7]([C:1]2[CH:6]=[CH:5][CH:4]=[CH:3][CH:2]=2)[N:8]=1, predict the reactants needed to synthesize it. The reactants are: [C:1]1([C:7]2[NH:8][C:9](=O)[S:10][CH:11]=2)[CH:6]=[CH:5][CH:4]=[CH:3][CH:2]=1.O=P(Cl)(Cl)[Cl:15]. (5) Given the product [C:14]1([C:20]2[CH:35]=[CH:34][C:23]3[C:24]([CH:5]=[CH2:6])([OH:33])[C:25]4[CH:32]=[CH:31][CH:30]=[CH:29][C:26]=4[CH2:27][CH2:28][C:22]=3[CH:21]=2)[CH:15]=[CH:16][CH:17]=[CH:18][CH:19]=1, predict the reactants needed to synthesize it. The reactants are: [Mg].II.Br[CH2:5][CH2:6]Br.C(Br)=C.C(=O)=O.[C:14]1([C:20]2[CH:35]=[CH:34][C:23]3[C:24](=[O:33])[C:25]4[CH:32]=[CH:31][CH:30]=[CH:29][C:26]=4[CH2:27][CH2:28][C:22]=3[CH:21]=2)[CH:19]=[CH:18][CH:17]=[CH:16][CH:15]=1.[Cl-].[NH4+]. (6) Given the product [F:16][C:13]1[C:14]2[CH:15]=[C:7]3[C:6]4[N:21]=[C:2]([C:40]5[C:41]([N:43]([CH3:48])[S:44]([CH3:47])(=[O:46])=[O:45])=[CH:42][C:32]6[O:31][C:30]([C:27]7[CH:28]=[N:29][C:24]([O:23][CH3:22])=[CH:25][CH:26]=7)=[C:34]([C:35]([NH:37][CH3:38])=[O:36])[C:33]=6[CH:39]=5)[CH:3]=[CH:4][C:5]=4[O:18][CH:17]([CH2:19][OH:20])[N:8]3[C:9]=2[CH:10]=[CH:11][CH:12]=1, predict the reactants needed to synthesize it. The reactants are: Cl[C:2]1[CH:3]=[CH:4][C:5]2[O:18][CH:17]([CH2:19][OH:20])[N:8]3[C:9]4[CH:10]=[CH:11][CH:12]=[C:13]([F:16])[C:14]=4[CH:15]=[C:7]3[C:6]=2[N:21]=1.[CH3:22][O:23][C:24]1[N:29]=[CH:28][C:27]([C:30]2[O:31][C:32]3[CH:42]=[C:41]([N:43]([CH3:48])[S:44]([CH3:47])(=[O:46])=[O:45])[C:40](B4OC(C)(C)C(C)(C)O4)=[CH:39][C:33]=3[C:34]=2[C:35]([NH:37][CH3:38])=[O:36])=[CH:26][CH:25]=1.C(=O)([O-])[O-].[Na+].[Na+].CC(C1C=C(C(C)C)C(C2C=CC=CC=2P(C2CCCCC2)C2CCCCC2)=C(C(C)C)C=1)C. (7) Given the product [Cl:1][C:2]1[S:3][C:4]([Cl:12])=[CH:5][C:6]=1[CH2:7][S:8][C:23](=[O:25])[CH3:24], predict the reactants needed to synthesize it. The reactants are: [Cl:1][C:2]1[S:3][C:4]([Cl:12])=[CH:5][C:6]=1[CH2:7][S:8](Cl)(=O)=O.ClC1C=C(CS[C:23](=[O:25])[CH3:24])C=C(F)C=1. (8) The reactants are: Br[C:2]1[CH:9]=[CH:8][C:5]([CH2:6][OH:7])=[C:4]([F:10])[CH:3]=1.[Li]CCCC.C[O:17][B:18](OC)[O:19]C. Given the product [F:10][C:4]1[CH:3]=[CH:2][C:9]([B:18]([OH:19])[OH:17])=[CH:8][C:5]=1[CH2:6][OH:7], predict the reactants needed to synthesize it.